From a dataset of Experimentally validated miRNA-target interactions with 360,000+ pairs, plus equal number of negative samples. Binary Classification. Given a miRNA mature sequence and a target amino acid sequence, predict their likelihood of interaction. The miRNA is dre-miR-200b-3p with sequence UAAUACUGCCUGGUAAUGAUGA. The protein sequence of the target gene is MDRVRFKASGPPLRGWLLLATVTVGLLAQSVLGGVKKLDVPCGGRDCSGGCQCYPEKGARGQPGAVGPQGYNGPPGLQGFPGLQGRKGDKGERGVPGPTGPKGDVGARGVSGFPGADGIPGHPGQGGPRGRPGYDGCNGTRGDAGPQGPSGSGGFPGLPGPQGPKGQKGEPYALSKEDRDKYRGEPGEPGLVGYQGPPGRPGPIGQMGPMGAPGRPGPPGPPGPKGQPGNRGLGFYGQKGEKGDIGQPGPNGIPSDITLVGPTTSTIHPDLYKGEKGDEGEQGIPGVISKGEEGIMGFPG.... Result: 0 (no interaction).